Dataset: Reaction yield outcomes from USPTO patents with 853,638 reactions. Task: Predict the reaction yield, written as a fraction of the theoretical maximum amount of product (1.0 means a 100% yield; for example, 0.34 means a 34% yield). (1) The reactants are [CH2:1]([N:3](CC)[CH2:4]C)C.[Cl:8][C:9]1[CH:18]=[C:17]([Cl:19])[C:16]([OH:20])=[C:15]2[C:10]=1[CH:11]=[CH:12][C:13]([CH:21]=O)=[N:14]2.Cl.CNC.C(O[BH-](OC(=O)C)OC(=O)C)(=O)C.[Na+]. The catalyst is ClCCCl.ClCCl. The product is [ClH:8].[Cl:8][C:9]1[CH:18]=[C:17]([Cl:19])[C:16]([OH:20])=[C:15]2[C:10]=1[CH:11]=[CH:12][C:13]([CH2:21][N:3]([CH3:4])[CH3:1])=[N:14]2. The yield is 0.730. (2) The reactants are [I:1][C:2]1[CH:8]=[CH:7][C:5]([NH2:6])=[C:4]([CH3:9])[CH:3]=1.O.[C:11](Cl)(Cl)=[S:12]. The catalyst is C(Cl)Cl. The product is [I:1][C:2]1[CH:8]=[CH:7][C:5]([N:6]=[C:11]=[S:12])=[C:4]([CH3:9])[CH:3]=1. The yield is 0.890. (3) The reactants are NC(N)=O.[CH2:5]([NH:7][S:8]([C:11]1[C:16]([Cl:17])=[CH:15][CH:14]=[C:13]([NH2:18])[C:12]=1[OH:19])(=[O:10])=[O:9])[CH3:6].[Cl:20][C:21]1[C:26]([Cl:27])=[CH:25][CH:24]=[CH:23][C:22]=1[N:28]=[C:29]=[O:30]. No catalyst specified. The product is [Cl:17][C:16]1[CH:15]=[CH:14][C:13]([NH:18][C:29]([NH:28][C:22]2[CH:23]=[CH:24][CH:25]=[C:26]([Cl:27])[C:21]=2[Cl:20])=[O:30])=[C:12]([OH:19])[C:11]=1[S:8]([NH:7][CH2:5][CH3:6])(=[O:9])=[O:10]. The yield is 0.410. (4) The reactants are [CH3:1][O:2][C:3]1[CH:8]=[CH:7][N:6]=[C:5]([NH:9][S:10]([C:13]2[CH:18]=[CH:17][C:16]([N+:19]([O-])=O)=[CH:15][CH:14]=2)(=[O:12])=[O:11])[N:4]=1.O. The catalyst is CCO.Cl.[Fe]. The product is [NH2:19][C:16]1[CH:17]=[CH:18][C:13]([S:10]([NH:9][C:5]2[N:4]=[C:3]([O:2][CH3:1])[CH:8]=[CH:7][N:6]=2)(=[O:11])=[O:12])=[CH:14][CH:15]=1. The yield is 0.500. (5) The reactants are C(N(CC)CC)C.CN(C1C=CC=CN=1)C.[F:17][CH:18]([CH:24]([OH:27])[CH2:25][CH3:26])[C:19]([O:21][CH2:22][CH3:23])=[O:20].[C:28](Cl)(=[O:32])[C:29]([CH3:31])=[CH2:30].C(=O)(O)[O-].[Na+]. The catalyst is C(OCC)(=O)C.C1COCC1. The product is [F:17][CH:18]([CH:24]([O:27][C:28](=[O:32])[C:29]([CH3:31])=[CH2:30])[CH2:25][CH3:26])[C:19]([O:21][CH2:22][CH3:23])=[O:20]. The yield is 0.600.